From a dataset of Full USPTO retrosynthesis dataset with 1.9M reactions from patents (1976-2016). Predict the reactants needed to synthesize the given product. (1) Given the product [F:36][C:25]1[CH:26]=[N:27][C:28]2[C:33]([C:24]=1[CH2:23][CH2:22][C@H:12]1[CH2:11][CH2:10][C@@H:9]([OH:8])[CH2:14][N:13]1[C:15]([O:17][C:18]([CH3:19])([CH3:21])[CH3:20])=[O:16])=[N:32][C:31]([O:34][CH3:35])=[CH:30][CH:29]=2, predict the reactants needed to synthesize it. The reactants are: [Si]([O:8][C@H:9]1[CH2:14][N:13]([C:15]([O:17][C:18]([CH3:21])([CH3:20])[CH3:19])=[O:16])[C@@H:12]([CH2:22][CH2:23][C:24]2[C:33]3[C:28](=[CH:29][CH:30]=[C:31]([O:34][CH3:35])[N:32]=3)[N:27]=[CH:26][C:25]=2[F:36])[CH2:11][CH2:10]1)(C(C)(C)C)(C)C.[F-].C([N+](CCCC)(CCCC)CCCC)CCC. (2) Given the product [CH:1]1([NH:4][CH2:5][C:7]2[CH:8]=[CH:9][C:10]([C:13]#[C:14][C:15]3[CH:20]=[CH:19][C:18]([C:21](=[O:33])[N:22]([CH:24]([C:29]([NH:31][CH3:32])=[O:30])[C:25]([O:27][CH3:28])=[O:26])[CH3:23])=[CH:17][CH:16]=3)=[CH:11][CH:12]=2)[CH2:3][CH2:2]1, predict the reactants needed to synthesize it. The reactants are: [CH:1]1([NH2:4])[CH2:3][CH2:2]1.[CH:5]([C:7]1[CH:12]=[CH:11][C:10]([C:13]#[C:14][C:15]2[CH:20]=[CH:19][C:18]([C:21](=[O:33])[N:22]([CH:24]([C:29]([NH:31][CH3:32])=[O:30])[C:25]([O:27][CH3:28])=[O:26])[CH3:23])=[CH:17][CH:16]=2)=[CH:9][CH:8]=1)=O.C(O[BH-](OC(=O)C)OC(=O)C)(=O)C.[Na+].C(=O)([O-])O.[Na+]. (3) Given the product [NH:10]1[C:11]2[C:7](=[CH:6][CH:5]=[CH:4][CH:12]=2)[CH:8]=[CH:9]1, predict the reactants needed to synthesize it. The reactants are: COC[C:4]1[CH:12]=[C:11]2[C:7]([CH:8]=[CH:9][NH:10]2)=[CH:6][CH:5]=1.C1(CBr)CC1.C(OC(=O)C(SC1SC(N)=NC=1)C)C. (4) The reactants are: [CH2:1]([N:3]1[CH:12]=[CH:11][C:10]2[C:5](=[CH:6][CH:7]=[C:8]([C:13]3[N:14]=[N:15][N:16]([C:19]4[C:20]([F:25])=[N:21][CH:22]=[CH:23][CH:24]=4)[C:17]=3[CH3:18])[CH:9]=2)[C:4]1=[O:26])[CH3:2].[H][H]. Given the product [CH2:1]([N:3]1[CH2:12][CH2:11][C:10]2[C:5](=[CH:6][CH:7]=[C:8]([C:13]3[N:14]=[N:15][N:16]([C:19]4[C:20]([F:25])=[N:21][CH:22]=[CH:23][CH:24]=4)[C:17]=3[CH3:18])[CH:9]=2)[C:4]1=[O:26])[CH3:2], predict the reactants needed to synthesize it. (5) Given the product [F:1][C:2]1[CH:7]=[CH:6][C:5]([NH:8][C@H:9]([C:10]2[CH:15]=[CH:14][C:13]([O:16][Si:56]([CH3:59])([CH3:58])[CH3:57])=[CH:12][CH:11]=2)[C@@H:31]([CH2:30][CH2:29][C:24]2([C:21]3[CH:22]=[CH:23][C:18]([F:17])=[CH:19][CH:20]=3)[O:25][CH2:26][CH2:27][O:28]2)[C:32]([N:34]2[C@@H:38]([C:39]3[CH:40]=[CH:41][CH:42]=[CH:43][CH:44]=3)[CH2:37][O:36][C:35]2=[O:45])=[O:33])=[CH:4][CH:3]=1, predict the reactants needed to synthesize it. The reactants are: [F:1][C:2]1[CH:7]=[CH:6][C:5]([N:8]=[CH:9][C:10]2[CH:15]=[CH:14][C:13]([OH:16])=[CH:12][CH:11]=2)=[CH:4][CH:3]=1.[F:17][C:18]1[CH:23]=[CH:22][C:21]([C:24]2([CH2:29][CH2:30][CH2:31][C:32]([N:34]3[C@@H:38]([C:39]4[CH:44]=[CH:43][CH:42]=[CH:41][CH:40]=4)[CH2:37][O:36][C:35]3=[O:45])=[O:33])[O:28][CH2:27][CH2:26][O:25]2)=[CH:20][CH:19]=1.C(N(C(C)C)CC)(C)C.Cl[Si:56]([CH3:59])([CH3:58])[CH3:57].C/C(/O[Si](C)(C)C)=N\[Si](C)(C)C. (6) Given the product [C:3]([N:39]1[CH2:40][C:36]2([NH:35][C:34](=[O:41])[C:33]3[C:29]([C:27]([NH:26][C:20]4[C:21]([O:23][CH2:24][CH3:25])=[N:22][C:17]([N:14]5[CH2:13][CH2:12][N:11]([C:8](=[O:10])[CH3:9])[CH2:16][CH2:15]5)=[CH:18][CH:19]=4)=[O:28])=[CH:30][O:31][C:32]=3[CH2:37]2)[CH2:38]1)(=[O:4])[CH3:2], predict the reactants needed to synthesize it. The reactants are: F[C:2](F)(F)[C:3](O)=[O:4].[C:8]([N:11]1[CH2:16][CH2:15][N:14]([C:17]2[N:22]=[C:21]([O:23][CH2:24][CH3:25])[C:20]([NH:26][C:27]([C:29]3[C:33]4[C:34](=[O:41])[NH:35][C:36]5([CH2:40][NH:39][CH2:38]5)[CH2:37][C:32]=4[O:31][CH:30]=3)=[O:28])=[CH:19][CH:18]=2)[CH2:13][CH2:12]1)(=[O:10])[CH3:9].C(O)(=O)C.C(N(CC)C(C)C)(C)C.Cl.CN(C)CCCN=C=NCC.ON1C2C=CC=CC=2N=N1. (7) Given the product [C:11]([C:10]1[CH:9]=[C:16]([NH:3][C:2]([CH3:4])([CH3:1])[C:5]([OH:7])=[O:6])[CH:15]=[CH:14][CH:13]=1)#[N:12], predict the reactants needed to synthesize it. The reactants are: [CH3:1][C:2]([C:5]([OH:7])=[O:6])([CH3:4])[NH2:3].I[C:9]1[CH:16]=[CH:15][CH:14]=[CH:13][C:10]=1[C:11]#[N:12].C(=O)([O-])[O-].[K+].[K+].